From a dataset of Ames mutagenicity test results for genotoxicity prediction. Regression/Classification. Given a drug SMILES string, predict its toxicity properties. Task type varies by dataset: regression for continuous values (e.g., LD50, hERG inhibition percentage) or binary classification for toxic/non-toxic outcomes (e.g., AMES mutagenicity, cardiotoxicity, hepatotoxicity). Dataset: ames. (1) The molecule is C1CCNC1. The result is 0 (non-mutagenic). (2) The molecule is Cc1ccc2nsc(N)c2c1. The result is 1 (mutagenic). (3) The drug is CC[C@H]1CN2CCc3cc(OC)c(OC)cc3[C@H]2C[C@H]1C[C@H]1NCCc2cc(OC)c(OC)cc21. The result is 0 (non-mutagenic). (4) The compound is Clc1ccc2c(c1)C(c1ccccc1)=NCc1nncn1-2. The result is 0 (non-mutagenic). (5) The molecule is O=CNc1ccccc1. The result is 0 (non-mutagenic). (6) The drug is COC1=CC(=O)C(=O)C(C(C)(C)C)=C1. The result is 0 (non-mutagenic). (7) The compound is O=[N+]([O-])c1ccc2[nH]cnc2c1. The result is 1 (mutagenic). (8) The molecule is c1ccc2c(c1)ccc1c3ccccc3c(C3CO3)cc21. The result is 1 (mutagenic).